This data is from Experimentally validated miRNA-target interactions with 360,000+ pairs, plus equal number of negative samples. The task is: Binary Classification. Given a miRNA mature sequence and a target amino acid sequence, predict their likelihood of interaction. (1) The miRNA is hsa-miR-22-3p with sequence AAGCUGCCAGUUGAAGAACUGU. The protein sequence of the target gene is MWSGRSSFTSLVVGVFVVYVVHTCWVMYGIVYTRPCSGDANCIQPYLARRPKLQLSVYTTTRSHLGAENNIDLVLNVEDFDVESKFERTVNVSVPKKTRNNGTLYAYIFLHHAGVLPWHDGKQVHLVSPLTTYMVPKPEEINLLTGESDTQQIEAEKKPTSALDEPVSHWRPRLALNVMADNFVFDGSSLPADVHRYMKMIQLGKTVHYLPILFIDQLSNRVKDLMVINRSTTELPLTVSYDKVSLGRLRFWIHMQDAVYSLQQFGFSEKDADEVKGIFVDTNLYFLALTFFVAAFHLLF.... Result: 1 (interaction). (2) The miRNA is rno-miR-23a-3p with sequence AUCACAUUGCCAGGGAUUUCC. The protein sequence of the target gene is MSRSKRDNNFYSVEIADSTFTVLKRYQNLKPIGSGAQGIVCAAYDAILERNVAIKKLSRPFQNQTHAKRAYRELVLMKCVNHKNIIGLLNVFTPQKSLEEFQDVYIVMELMDANLCQVIQMELDHERMSYLLYQMLCGIKHLHSAGIIHRDLKPSNIVVKSDCTLKILDFGLARTAGTSFMMTPYVVTRYYRAPEVILGMGYKENVDLWSVGCIMGEMVCLKILFPGRDYIDQWNKVIEQLGTPCPEFMKKLQPTVRTYVENRPKYAGYSFEKLFPDVLFPADSEHNKLKASQARDLLSK.... Result: 0 (no interaction). (3) The miRNA is hsa-miR-1278 with sequence UAGUACUGUGCAUAUCAUCUAU. The protein sequence of the target gene is MSRLLPLLGSRTARSLRPGPAAAPRLPSWCCCGRGLLALGVPGGPRLLGTHPKKEPMEALNTAQGARDFIYSLHSTERSCLLKELHRFESIAIAQEKLEALPPTPGQLRYVFFHNAIPFVGFGFLDNAIMIVAGTQIELSIGIILGISTMAAAALGNLVSDLAGLGLAGYVEALASRLGLSIPDLTPKQVDMWQTRVSTHLGKAVGVTIGCILGMFPLIFFGGSEEDEKLETTN. Result: 0 (no interaction). (4) The miRNA is mmu-miR-665-3p with sequence ACCAGGAGGCUGAGGUCCCU. The protein sequence of the target gene is MRCISPTALVTFCAGFCISNPVLAQGLEAGVGPRADCEVCKEFLDRFYNSLLSRGIDFSADTIEKELLNFCSDAKGKENRLCYYLGATTDAATKILGEVTRPMSVHIPAVKICEKLKKMDSQICELKYGKKLDLASVDLWKMRVAELKQILQRWGEECRACAEKSDYVNLIRELAPKYVEIYPQTEL. Result: 1 (interaction). (5) The miRNA is hsa-miR-146b-3p with sequence GCCCUGUGGACUCAGUUCUGGU. The protein sequence of the target gene is MAKPSHSSYVLQQLNNQREWGFLCDCCIAIDDIYFQAHKAVLAACSSYFRMFFMNHQHSTAQLNLSNMKISAECFDLILQFMYLGKIMTAPSSFEQFKVAMNYLQLYNVPDCLEDIQDADCSSSKCSSSASSKQNSKMIFGVRMYEDTVARNGNEANRWCAEPSSTVNTPHNREADEESLQLGNFPEPLFDVCKKSSVSKLSTPKERVSRRFGRSFTCDSCGFGFSCEKLLDEHVLTCTNRHLYQNTRSYHRIVDIRDGKDSNIKAEFGEKDSSKTFSAQTDKYRGDTSQAADDSASTTG.... Result: 0 (no interaction).